This data is from Full USPTO retrosynthesis dataset with 1.9M reactions from patents (1976-2016). The task is: Predict the reactants needed to synthesize the given product. (1) Given the product [CH3:39][NH:40][C:28]([C:25]1([C:21]2[CH:20]=[C:19]([C:16]3[CH:17]=[CH:18][C:13]([C@@H:11]([N:7]4[CH2:6][CH2:5][C@:4]([CH2:3][C:2]([OH:1])([CH3:37])[CH3:38])([C:31]5[CH:32]=[CH:33][CH:34]=[CH:35][CH:36]=5)[O:9][C:8]4=[O:10])[CH3:12])=[CH:14][CH:15]=3)[CH:24]=[CH:23][N:22]=2)[CH2:27][CH2:26]1)=[O:29], predict the reactants needed to synthesize it. The reactants are: [OH:1][C:2]([CH3:38])([CH3:37])[CH2:3][C@@:4]1([C:31]2[CH:36]=[CH:35][CH:34]=[CH:33][CH:32]=2)[O:9][C:8](=[O:10])[N:7]([C@H:11]([C:13]2[CH:18]=[CH:17][C:16]([C:19]3[CH:24]=[CH:23][N:22]=[C:21]([C:25]4([C:28](O)=[O:29])[CH2:27][CH2:26]4)[CH:20]=3)=[CH:15][CH:14]=2)[CH3:12])[CH2:6][CH2:5]1.[CH3:39][NH2:40]. (2) Given the product [Cl:11][C:8]1[CH:7]=[C:3]2[C:2](=[CH:10][CH:9]=1)[N:1]=[C:13]([OH:14])[N:6]=[C:4]2[OH:5], predict the reactants needed to synthesize it. The reactants are: [NH2:1][C:2]1[CH:10]=[CH:9][C:8]([Cl:11])=[CH:7][C:3]=1[C:4]([NH2:6])=[O:5].C[C:13](O)=[O:14].[O-]C#N.[Na+].[OH-].[Na+].